Dataset: Catalyst prediction with 721,799 reactions and 888 catalyst types from USPTO. Task: Predict which catalyst facilitates the given reaction. (1) Reactant: C(C(CCCC=C)(C(O)=O)C(O)=O)CCC=C.C(OCC)(=O)CC(OCC)=O.[H-].[Na+].BrCCCCC=C.[CH2:38]([C:44]([CH2:51][CH2:52][CH2:53][CH2:54][CH:55]=[CH2:56])(C(O)=O)[C:45]([OH:47])=[O:46])[CH2:39][CH2:40][CH2:41][CH:42]=[CH2:43]. Product: [CH2:51]([CH:44]([CH2:38][CH2:39][CH2:40][CH2:41][CH:42]=[CH2:43])[C:45]([OH:47])=[O:46])[CH2:52][CH2:53][CH2:54][CH:55]=[CH2:56]. The catalyst class is: 1. (2) Product: [F:40][C:15]([F:14])([C:29]1[C:38]2[C:33](=[CH:34][CH:35]=[CH:36][CH:37]=2)[C:32]([F:39])=[CH:31][CH:30]=1)[CH2:16][NH:17][C:18]1[C:19]([F:28])=[C:20]([CH2:25][CH:26]=[O:27])[C:21]([Cl:24])=[CH:22][CH:23]=1. The catalyst class is: 2. Reactant: CS(C)=O.CCN(C(C)C)C(C)C.[F:14][C:15]([F:40])([C:29]1[C:38]2[C:33](=[CH:34][CH:35]=[CH:36][CH:37]=2)[C:32]([F:39])=[CH:31][CH:30]=1)[CH2:16][NH:17][C:18]1[C:19]([F:28])=[C:20]([CH2:25][CH2:26][OH:27])[C:21]([Cl:24])=[CH:22][CH:23]=1. (3) Reactant: Br[C:2]1[CH:3]=[N+:4]([O-:11])[CH:5]=[CH:6][C:7]=1[N+:8]([O-:10])=[O:9].[O:12]1[CH2:15][CH:14]([N:16]2[CH2:21][CH2:20][NH:19][CH2:18][CH2:17]2)[CH2:13]1. Product: [N+:8]([C:7]1[CH:6]=[CH:5][N+:4]([O-:11])=[CH:3][C:2]=1[N:19]1[CH2:20][CH2:21][N:16]([CH:14]2[CH2:15][O:12][CH2:13]2)[CH2:17][CH2:18]1)([O-:10])=[O:9]. The catalyst class is: 14. (4) Reactant: [CH2:1]([CH:4]([C:10]([O:12]CC)=[O:11])[C:5]([O:7]CC)=[O:6])[CH:2]=[CH2:3].[OH-].[K+].[N+]([O-])(O)=O.[N+]([O-])([O-])=O.[Ag+:25]. The catalyst class is: 6. Product: [CH2:1]([CH:4]([C:10]([O-:12])=[O:11])[C:5]([O-:7])=[O:6])[CH:2]=[CH2:3].[Ag+2:25]. (5) Reactant: [CH3:1][C:2]1[CH:7]=[C:6]([C:8]2[CH:13]=[CH:12][C:11]([C:14]([F:17])([F:16])[F:15])=[CH:10][CH:9]=2)[N:5]=[C:4]([C:18]2[CH:23]=[CH:22][N:21]=[C:20]([C:24]3[CH:29]=[CH:28][CH:27]=[C:26]([N+:30]([O-])=O)[CH:25]=3)[CH:19]=2)[CH:3]=1.[H][H]. Product: [CH3:1][C:2]1[CH:7]=[C:6]([C:8]2[CH:13]=[CH:12][C:11]([C:14]([F:17])([F:15])[F:16])=[CH:10][CH:9]=2)[N:5]=[C:4]([C:18]2[CH:23]=[CH:22][N:21]=[C:20]([C:24]3[CH:25]=[C:26]([NH2:30])[CH:27]=[CH:28][CH:29]=3)[CH:19]=2)[CH:3]=1. The catalyst class is: 358.